Predict the reactants needed to synthesize the given product. From a dataset of Full USPTO retrosynthesis dataset with 1.9M reactions from patents (1976-2016). (1) Given the product [OH:8][C:9]1[CH:14]=[CH:13][C:12]([C:15]2[O:16][C:17]([CH3:28])=[C:18]([CH2:20][C:21]([N:22]3[CH2:26][CH2:25][CH2:24][C@H:23]3[CH3:27])=[O:31])[N:19]=2)=[CH:11][CH:10]=1, predict the reactants needed to synthesize it. The reactants are: C([O:8][C:9]1[CH:14]=[CH:13][C:12]([C:15]2[O:16][C:17]([CH3:28])=[C:18]([CH2:20][CH2:21][N:22]3[CH2:26][CH2:25][CH2:24][C@H:23]3[CH3:27])[N:19]=2)=[CH:11][CH:10]=1)C1C=CC=CC=1.C([OH:31])C. (2) Given the product [NH2:21][CH2:20][CH2:19][C:15]1([NH:14][CH2:7][C:8]2[CH:13]=[CH:12][CH:11]=[CH:10][CH:9]=2)[CH2:18][O:17][CH2:16]1, predict the reactants needed to synthesize it. The reactants are: [H-].[Al+3].[Li+].[H-].[H-].[H-].[CH2:7]([NH:14][C:15]1([CH2:19][C:20]#[N:21])[CH2:18][O:17][CH2:16]1)[C:8]1[CH:13]=[CH:12][CH:11]=[CH:10][CH:9]=1. (3) Given the product [CH2:1]([C:3]1([CH3:30])[C:11]2[CH:10]=[N:9][C:8]([NH:37][CH:34]3[CH2:35][CH2:36][O:31][CH2:32][CH2:33]3)=[N:7][C:6]=2[CH:5]([C:16]([O:18][CH3:19])=[O:17])[N:4]1[C:20]([O:22][CH2:23][C:24]1[CH:29]=[CH:28][CH:27]=[CH:26][CH:25]=1)=[O:21])[CH3:2], predict the reactants needed to synthesize it. The reactants are: [CH2:1]([C:3]1([CH3:30])[C:11]2[CH:10]=[N:9][C:8](S(C)(=O)=O)=[N:7][C:6]=2[CH:5]([C:16]([O:18][CH3:19])=[O:17])[N:4]1[C:20]([O:22][CH2:23][C:24]1[CH:29]=[CH:28][CH:27]=[CH:26][CH:25]=1)=[O:21])[CH3:2].[O:31]1[CH2:36][CH2:35][CH:34]([NH2:37])[CH2:33][CH2:32]1. (4) Given the product [Cl:30][C:31]1[CH:32]=[C:33]([C:38]2[N:39]=[C:40]3[C:45](=[N:46][CH:47]=2)[N:44]=[C:43]([S:48][CH3:49])[N:42]=[C:41]3[NH:23][CH2:24][C:25]([F:28])([F:27])[F:26])[CH:34]=[CH:35][C:36]=1[F:37], predict the reactants needed to synthesize it. The reactants are: C(OC(=O)C1C=CC(C2N=C3C(=NC=2)N=C(SC)N=C3[NH:23][CH2:24][C:25]([F:28])([F:27])[F:26])=CC=1)C.[Cl:30][C:31]1[CH:32]=[C:33]([C:38]2[N:39]=[C:40]3[C:45](=[N:46][CH:47]=2)[N:44]=[C:43]([S:48][CH3:49])[N:42]=[C:41]3O)[CH:34]=[CH:35][C:36]=1[F:37]. (5) Given the product [Cl:19][C:15]1[CH:16]=[C:17]2[C:12](=[C:13]([NH:20][CH:21]3[CH2:22][CH2:23][CH2:24][CH2:25]3)[CH:14]=1)[NH:11][C:10]([C:7]1[CH:6]=[CH:5][C:4]([CH2:3][OH:2])=[CH:9][CH:8]=1)=[CH:18]2, predict the reactants needed to synthesize it. The reactants are: C[O:2][C:3](=O)[C:4]1[CH:9]=[CH:8][C:7]([C:10]2[NH:11][C:12]3[C:17]([CH:18]=2)=[CH:16][C:15]([Cl:19])=[CH:14][C:13]=3[NH:20][CH:21]2[CH2:25][CH2:24][CH2:23][CH2:22]2)=[CH:6][CH:5]=1.[BH4-].[Li+].[Cl-].[NH4+]. (6) Given the product [F:26][C:27]1[CH:32]=[CH:31][C:30]([N:33]2[C:37]([C:38]([OH:40])=[O:39])=[CH:36][N:35]=[C:34]2[S:43][CH2:44][C:45]2[C:50]([F:51])=[CH:49][CH:48]=[C:47]([F:52])[C:46]=2[F:53])=[CH:29][CH:28]=1, predict the reactants needed to synthesize it. The reactants are: CN1C=C(CN(C)C(C2N(C3C=CC(F)=CC=3)C(S)=NC=2)=O)C(C)=N1.[F:26][C:27]1[CH:32]=[CH:31][C:30]([N:33]2[C:37]([C:38]([O:40]CC)=[O:39])=[CH:36][N:35]=[C:34]2[S:43][CH2:44][C:45]2[C:50]([F:51])=[CH:49][CH:48]=[C:47]([F:52])[C:46]=2[F:53])=[CH:29][CH:28]=1.O.[OH-].[Li+].C1COCC1. (7) Given the product [NH2:24][C:25]1[S:29][C:28]([C:30]2[C:35]([F:36])=[CH:34][CH:33]=[CH:32][C:31]=2[F:37])=[N:27][C:26]=1[C:38]([NH:17][C:12]1[CH:13]=[N:14][N:15]([CH3:16])[C:11]=1[CH:8]1[CH2:7][C:6]([F:21])([F:20])[CH2:5][CH:4]([N:1]=[N+:2]=[N-:3])[CH2:10][O:9]1)=[O:39], predict the reactants needed to synthesize it. The reactants are: [N:1]([CH:4]1[CH2:10][O:9][CH:8]([C:11]2[N:15]([CH3:16])[N:14]=[CH:13][C:12]=2[N+:17]([O-])=O)[CH2:7][C:6]([F:21])([F:20])[CH2:5]1)=[N+:2]=[N-:3].[Cl-].[NH4+].[NH2:24][C:25]1[S:29][C:28]([C:30]2[C:35]([F:36])=[CH:34][CH:33]=[CH:32][C:31]=2[F:37])=[N:27][C:26]=1[C:38](O)=[O:39].CCN(C(C)C)C(C)C.CCCP(=O)=O. (8) Given the product [CH3:1][O:2][C:3](=[O:18])[C@@H:4]([N:13]1[CH:17]=[CH:16][CH:15]=[C:14]1[Cl:19])[CH2:5][C:6]1[CH:11]=[CH:10][C:9]([OH:12])=[CH:8][CH:7]=1, predict the reactants needed to synthesize it. The reactants are: [CH3:1][O:2][C:3](=[O:18])[C@@H:4]([N:13]1[CH:17]=[CH:16][CH:15]=[CH:14]1)[CH2:5][C:6]1[CH:11]=[CH:10][C:9]([OH:12])=[CH:8][CH:7]=1.[Cl:19]N1C(=O)CCC1=O.